Dataset: Reaction yield outcomes from USPTO patents with 853,638 reactions. Task: Predict the reaction yield, written as a fraction of the theoretical maximum amount of product (1.0 means a 100% yield; for example, 0.34 means a 34% yield). (1) The reactants are [C:1]([O:5][C:6](=[O:26])[N:7]([CH2:9][C:10]1[CH:15]=[C:14](Br)[CH:13]=[CH:12][C:11]=1[O:17][C:18]1[CH:23]=[CH:22][C:21]([S:24][CH3:25])=[CH:20][CH:19]=1)[CH3:8])([CH3:4])([CH3:3])[CH3:2].[CH:27]([N:30]1[CH2:35][CH2:34][NH:33][CH2:32][CH2:31]1)([CH3:29])[CH3:28].CC(C1C=C(C(C)C)C(C2C=CC=CC=2P(C2CCCCC2)C2CCCCC2)=C(C(C)C)C=1)C.C(O[Na])(C)(C)C. The catalyst is C1(C)C=CC=CC=1.C1C=CC(/C=C/C(/C=C/C2C=CC=CC=2)=O)=CC=1.C1C=CC(/C=C/C(/C=C/C2C=CC=CC=2)=O)=CC=1.C1C=CC(/C=C/C(/C=C/C2C=CC=CC=2)=O)=CC=1.[Pd].[Pd]. The product is [C:1]([O:5][C:6](=[O:26])[N:7]([CH2:9][C:10]1[CH:15]=[C:14]([N:33]2[CH2:34][CH2:35][N:30]([CH:27]([CH3:29])[CH3:28])[CH2:31][CH2:32]2)[CH:13]=[CH:12][C:11]=1[O:17][C:18]1[CH:23]=[CH:22][C:21]([S:24][CH3:25])=[CH:20][CH:19]=1)[CH3:8])([CH3:4])([CH3:3])[CH3:2]. The yield is 0.540. (2) The reactants are [F:1][C:2]1[CH:10]=[C:9]2[C:5]([CH2:6][CH2:7][C:8]2=O)=[CH:4][CH:3]=1.Cl.[O:13]([NH2:15])[CH3:14]. The catalyst is N1C=CC=CC=1.C(OC(=O)C)C. The product is [CH3:14][O:13][N:15]=[C:8]1[C:9]2[C:5](=[CH:4][CH:3]=[C:2]([F:1])[CH:10]=2)[CH2:6][CH2:7]1. The yield is 0.810. (3) The reactants are [C:1]([O:5][C:6]([N:8]1[CH2:13][CH2:12][CH:11]([C:14]([OH:16])=O)[CH2:10][CH2:9]1)=[O:7])([CH3:4])([CH3:3])[CH3:2].Cl.[CH3:18][NH:19][O:20][CH3:21].CN(C(ON1N=NC2C=CC=NC1=2)=[N+](C)C)C.F[P-](F)(F)(F)(F)F.C(N(C(C)C)C(C)C)C. The catalyst is ClCCl. The product is [CH3:21][O:20][N:19]([CH3:18])[C:14]([CH:11]1[CH2:10][CH2:9][N:8]([C:6]([O:5][C:1]([CH3:2])([CH3:3])[CH3:4])=[O:7])[CH2:13][CH2:12]1)=[O:16]. The yield is 0.976. (4) The reactants are N([O-])=O.[Na+].[NH2:5][C:6]1[CH:11]=[CH:10][C:9]([CH2:12][C:13]([O:15][CH2:16][CH3:17])=[O:14])=[CH:8][CH:7]=1.[N-:18]=[N+:19]=[N-].[Na+]. The catalyst is C(O)(C(F)(F)F)=O. The product is [N:5]([C:6]1[CH:7]=[CH:8][C:9]([CH2:12][C:13]([O:15][CH2:16][CH3:17])=[O:14])=[CH:10][CH:11]=1)=[N+:18]=[N-:19]. The yield is 0.900.